This data is from Ames mutagenicity test results for genotoxicity prediction. The task is: Regression/Classification. Given a drug SMILES string, predict its toxicity properties. Task type varies by dataset: regression for continuous values (e.g., LD50, hERG inhibition percentage) or binary classification for toxic/non-toxic outcomes (e.g., AMES mutagenicity, cardiotoxicity, hepatotoxicity). Dataset: ames. (1) The result is 0 (non-mutagenic). The molecule is O=c1c(O)c(-c2ccccc2)oc2cc(O)cc(O)c12. (2) The molecule is Nc1nc(-c2ccc([N+](=O)[O-])cc2)nc2c1ncn2-c1ccc([N+](=O)[O-])cc1. The result is 1 (mutagenic).